From a dataset of Choline transporter screen with 302,306 compounds. Binary Classification. Given a drug SMILES string, predict its activity (active/inactive) in a high-throughput screening assay against a specified biological target. (1) The drug is o1nc2nc(N3CCCCC3)c(NCCn3nc(cc3C)C)nc2n1. The result is 0 (inactive). (2) The molecule is S(=O)(=O)(N1CC(OC(C1)C)C)c1ccc(cc1)C(=O)Nc1ccc(S(=O)(=O)Nc2sccn2)cc1. The result is 0 (inactive).